This data is from Reaction yield outcomes from USPTO patents with 853,638 reactions. The task is: Predict the reaction yield, written as a fraction of the theoretical maximum amount of product (1.0 means a 100% yield; for example, 0.34 means a 34% yield). (1) The reactants are [CH3:1][C:2]1[N:6]([CH3:7])[C:5]2[CH:8]=[C:9]([C:22](O)=[O:23])[C:10]3[CH2:11][CH2:12][CH:13]([C:16]4[CH:21]=[CH:20][CH:19]=[CH:18][CH:17]=4)[O:14][C:15]=3[C:4]=2[N:3]=1.F[B-](F)(F)F.N1(OC(N(C)C)=[N+](C)C)C2C=CC=CC=2N=N1.[CH2:47]([CH2:49][NH2:50])[OH:48].O. The catalyst is ClCCl. The product is [OH:48][CH2:47][CH2:49][NH:50][C:22]([C:9]1[C:10]2[CH2:11][CH2:12][CH:13]([C:16]3[CH:17]=[CH:18][CH:19]=[CH:20][CH:21]=3)[O:14][C:15]=2[C:4]2[N:3]=[C:2]([CH3:1])[N:6]([CH3:7])[C:5]=2[CH:8]=1)=[O:23]. The yield is 0.170. (2) The reactants are [F:1][C:2]1[CH:10]=[CH:9][CH:8]=[CH:7][C:3]=1[C:4](Cl)=[O:5].[CH2:11]([NH:18][C:19]([C:21]1[S:25][C:24]([NH2:26])=[N:23][C:22]=1[CH3:27])=[O:20])[C:12]1[CH:17]=[CH:16][CH:15]=[CH:14][CH:13]=1. No catalyst specified. The product is [CH2:11]([NH:18][C:19]([C:21]1[S:25][C:24]([NH:26][C:4](=[O:5])[C:3]2[CH:7]=[CH:8][CH:9]=[CH:10][C:2]=2[F:1])=[N:23][C:22]=1[CH3:27])=[O:20])[C:12]1[CH:17]=[CH:16][CH:15]=[CH:14][CH:13]=1. The yield is 0.990. (3) The reactants are [Br:1][C:2]1[CH:3]=[C:4]2[C:8](=[CH:9][C:10]=1[Cl:11])[NH:7][CH:6]=[CH:5]2.N1C=CC=CC=1.ClC(Cl)(Cl)[C:20](Cl)=[O:21].[C:25](=O)([O-])[O-:26].[K+].[K+]. The catalyst is CN(C1C=CN=CC=1)C.CO.O1CCCC1. The product is [Br:1][C:2]1[CH:3]=[C:4]2[C:8](=[CH:9][C:10]=1[Cl:11])[NH:7][CH:6]=[C:5]2[C:25]([O:21][CH3:20])=[O:26]. The yield is 0.990.